This data is from Reaction yield outcomes from USPTO patents with 853,638 reactions. The task is: Predict the reaction yield, written as a fraction of the theoretical maximum amount of product (1.0 means a 100% yield; for example, 0.34 means a 34% yield). (1) The reactants are [NH2:1][C:2]1[CH:11]=[CH:10][C:9]([C:12]([C:14]2[N:22]3[C:17]([C:18]([OH:23])=[CH:19][CH:20]=[CH:21]3)=[C:16]([O:24][CH3:25])[C:15]=2[CH3:26])=[O:13])=[CH:8][C:3]=1[C:4]([O:6][CH3:7])=[O:5].[I:27][CH2:28][CH2:29][O:30][CH2:31][CH2:32][O:33][CH2:34][CH2:35][O:36][CH2:37][CH2:38][O:39][CH2:40][CH2:41][O:42][CH2:43][CH2:44][O:45][CH2:46][CH2:47]I.Cl. The catalyst is O1CCCC1. The product is [NH2:1][C:2]1[CH:11]=[CH:10][C:9]([C:12]([C:14]2[N:22]3[C:17]([C:18]([O:23][CH2:47][CH2:46][O:45][CH2:44][CH2:43][O:42][CH2:41][CH2:40][O:39][CH2:38][CH2:37][O:36][CH2:35][CH2:34][O:33][CH2:32][CH2:31][O:30][CH2:29][CH2:28][I:27])=[CH:19][CH:20]=[CH:21]3)=[C:16]([O:24][CH3:25])[C:15]=2[CH3:26])=[O:13])=[CH:8][C:3]=1[C:4]([O:6][CH3:7])=[O:5]. The yield is 0.530. (2) The reactants are CCN(C(C)C)C(C)C.[CH3:10][O:11][C:12]1[CH:17]=[CH:16][CH:15]=[CH:14][C:13]=1[C:18]1[NH:22][N:21]=[C:20]([C:23]([NH:25][CH2:26][C:27]([OH:29])=O)=[O:24])[CH:19]=1.CCN=C=NCCCN(C)C.Cl.[N:42]1([C:48]([C:50]2[CH:55]=[CH:54][CH:53]=[CH:52][C:51]=2[C:56]([F:59])([F:58])[F:57])=[O:49])[CH2:47][CH2:46][NH:45][CH2:44][CH2:43]1. The yield is 0.357. The catalyst is CN(C=O)C.O. The product is [O:29]=[C:27]([N:45]1[CH2:46][CH2:47][N:42]([C:48](=[O:49])[C:50]2[CH:55]=[CH:54][CH:53]=[CH:52][C:51]=2[C:56]([F:59])([F:57])[F:58])[CH2:43][CH2:44]1)[CH2:26][NH:25][C:23]([C:20]1[CH:19]=[C:18]([C:13]2[CH:14]=[CH:15][CH:16]=[CH:17][C:12]=2[O:11][CH3:10])[NH:22][N:21]=1)=[O:24]. (3) The reactants are [Br:1][C:2]1[CH:10]=[CH:9][C:5]([C:6]([OH:8])=[O:7])=[C:4]([N+:11]([O-:13])=[O:12])[CH:3]=1.[CH2:14]1CCN2C(=NCCC2)CC1.CI.O. The catalyst is CN(C=O)C. The product is [CH3:14][O:7][C:6](=[O:8])[C:5]1[CH:9]=[CH:10][C:2]([Br:1])=[CH:3][C:4]=1[N+:11]([O-:13])=[O:12]. The yield is 0.980. (4) The reactants are [Cl:1][C:2]1[CH:7]=[C:6]([O:8][C:9]2[CH:14]=[C:13]([F:15])[C:12]([N+:16]([O-])=O)=[CH:11][C:10]=2[Cl:19])[CH:5]=[CH:4][N:3]=1.[NH4+].[Cl-]. The catalyst is C1COCC1.CO.[Zn]. The product is [Cl:19][C:10]1[C:9]([O:8][C:6]2[CH:5]=[CH:4][N:3]=[C:2]([Cl:1])[CH:7]=2)=[CH:14][C:13]([F:15])=[C:12]([CH:11]=1)[NH2:16]. The yield is 1.00.